From a dataset of Aqueous solubility values for 9,982 compounds from the AqSolDB database. Regression/Classification. Given a drug SMILES string, predict its absorption, distribution, metabolism, or excretion properties. Task type varies by dataset: regression for continuous measurements (e.g., permeability, clearance, half-life) or binary classification for categorical outcomes (e.g., BBB penetration, CYP inhibition). For this dataset (solubility_aqsoldb), we predict Y. (1) The compound is O=C(Cc1ccccc1)NNC(=O)c1ccncc1. The Y is -2.47 log mol/L. (2) The molecule is Cn1nc(S(N)(=O)=O)sc1=NS(=O)(=O)Cc1ccccc1. The Y is -2.48 log mol/L. (3) The molecule is [Br-].[K+]. The Y is 0.756 log mol/L. (4) The molecule is CCSC(=O)N(CC)C1CCCCC1. The Y is -3.40 log mol/L.